This data is from Forward reaction prediction with 1.9M reactions from USPTO patents (1976-2016). The task is: Predict the product of the given reaction. (1) Given the reactants [F:1][C:2]1[CH:3]=[CH:4][C:5]([CH2:8][O:9][C:10]2[CH:15]=[CH:14][N:13]([C:16]3[CH:21]=[CH:20][C:19]4[C:22]5[CH2:27][CH2:26][NH:25][CH2:24][C:23]=5[S:28][C:18]=4[CH:17]=3)[C:12](=[O:29])[CH:11]=2)=[N:6][CH:7]=1.[CH:30](=O)[CH3:31].N1C=CC=CC=1C.B.C(Cl)[Cl:42], predict the reaction product. The product is: [ClH:42].[CH2:30]([N:25]1[CH2:26][CH2:27][C:22]2[C:19]3[CH:20]=[CH:21][C:16]([N:13]4[CH:14]=[CH:15][C:10]([O:9][CH2:8][C:5]5[CH:4]=[CH:3][C:2]([F:1])=[CH:7][N:6]=5)=[CH:11][C:12]4=[O:29])=[CH:17][C:18]=3[S:28][C:23]=2[CH2:24]1)[CH3:31]. (2) Given the reactants [OH:1][C:2]1([C:5]([N:7]2[CH2:12][CH2:11][N:10]([C:13]([C:15]3[CH:20]=[CH:19][C:18]([C:21]4[CH:26]=[CH:25][CH:24]=[C:23]([C:27]5[CH:31]=[C:30]([NH:32]C(=O)OC(C)(C)C)[O:29][N:28]=5)[CH:22]=4)=[CH:17][CH:16]=3)=[O:14])[CH2:9][CH2:8]2)=[O:6])[CH2:4][CH2:3]1.Cl, predict the reaction product. The product is: [NH2:32][C:30]1[O:29][N:28]=[C:27]([C:23]2[CH:22]=[C:21]([C:18]3[CH:17]=[CH:16][C:15]([C:13]([N:10]4[CH2:11][CH2:12][N:7]([C:5]([C:2]5([OH:1])[CH2:3][CH2:4]5)=[O:6])[CH2:8][CH2:9]4)=[O:14])=[CH:20][CH:19]=3)[CH:26]=[CH:25][CH:24]=2)[CH:31]=1. (3) Given the reactants [Si](O[CH2:9][CH2:10][CH2:11][N:12]1[CH2:16][CH2:15][N:14]([CH2:17][CH2:18][CH:19]([O:22]C)OC)[C:13]1=[O:24])(C(C)(C)C)(C)C.Cl.[NH:26]1[CH2:31][CH2:30][CH:29]([O:32][C:33](=[O:47])[NH:34][C:35]2[CH:40]=[CH:39][CH:38]=[CH:37][C:36]=2[C:41]2[CH:46]=[CH:45][CH:44]=[CH:43][CH:42]=2)[CH2:28][CH2:27]1.[BH-](OC(C)=O)(OC(C)=O)OC(C)=O.[Na+], predict the reaction product. The product is: [OH:22][CH2:19][CH2:18][CH2:17][N:14]1[CH2:15][CH2:16][N:12]([CH2:11][CH2:10][CH2:9][N:26]2[CH2:27][CH2:28][CH:29]([O:32][C:33](=[O:47])[NH:34][C:35]3[CH:40]=[CH:39][CH:38]=[CH:37][C:36]=3[C:41]3[CH:46]=[CH:45][CH:44]=[CH:43][CH:42]=3)[CH2:30][CH2:31]2)[C:13]1=[O:24]. (4) Given the reactants [Cl:1][C:2]1[CH:3]=[C:4]([C:9]2([C:24]([F:27])([F:26])[F:25])[S:13][N:12]=[C:11]([C:14]3[CH:22]=[CH:21][C:17]([C:18]([NH2:20])=[O:19])=[C:16]([CH3:23])[CH:15]=3)[CH2:10]2)[CH:5]=[C:6]([Cl:8])[CH:7]=1.[CH3:28]OC(OC)N(C)C.Cl.[CH3:37][O:38][NH2:39].[OH-].[Na+], predict the reaction product. The product is: [Cl:1][C:2]1[CH:3]=[C:4]([C:9]2([C:24]([F:25])([F:27])[F:26])[S:13][N:12]=[C:11]([C:14]3[CH:22]=[CH:21][C:17]([C:18]([NH:20]/[CH:28]=[N:39]/[O:38][CH3:37])=[O:19])=[C:16]([CH3:23])[CH:15]=3)[CH2:10]2)[CH:5]=[C:6]([Cl:8])[CH:7]=1. (5) Given the reactants Cl.[Cl:2][C:3]1[CH:11]=[CH:10][CH:9]=[C:8]2[C:4]=1[CH2:5][N:6]([C:12]([O:14][C@H:15]1[CH2:32][N:31]3[C@H:17]([C:18](=[O:45])[NH:19][C@:20]4([C:36](=[O:44])[NH:37][S:38]([CH:41]5[CH2:43][CH2:42]5)(=[O:40])=[O:39])[CH2:35][C@H:21]4[CH:22]=[CH:23][CH2:24][O:25][CH2:26][CH2:27][CH2:28][C@H:29]([NH2:34])[C:30]3=[O:33])[CH2:16]1)=[O:13])[CH2:7]2.C(N(CC)CC)C.[N:53]1([C:58](N2C=CN=C2)=[S:59])C=CN=C1.N.S([O-])(O)(=O)=O.[K+], predict the reaction product. The product is: [Cl:2][C:3]1[CH:11]=[CH:10][CH:9]=[C:8]2[C:4]=1[CH2:5][N:6]([C:12]([O:14][C@H:15]1[CH2:32][N:31]3[C@H:17]([C:18](=[O:45])[NH:19][C@:20]4([C:36](=[O:44])[NH:37][S:38]([CH:41]5[CH2:42][CH2:43]5)(=[O:39])=[O:40])[CH2:35][C@H:21]4[CH:22]=[CH:23][CH2:24][O:25][CH2:26][CH2:27][CH2:28][C@H:29]([NH:34][C:58]([NH2:53])=[S:59])[C:30]3=[O:33])[CH2:16]1)=[O:13])[CH2:7]2.